From a dataset of Forward reaction prediction with 1.9M reactions from USPTO patents (1976-2016). Predict the product of the given reaction. (1) Given the reactants [CH2:1]1[C:9]2[C:4](=[CH:5][CH:6]=[CH:7][CH:8]=2)[CH2:3][NH:2]1.[CH2:10]([O:12][C:13](=[O:33])[CH2:14][C:15]1[CH:16]=[C:17]2[C:21](=[CH:22][CH:23]=1)[N:20]([C:24]([O:26][C:27]([CH3:30])([CH3:29])[CH3:28])=[O:25])[C:19](=[O:31])[C:18]2=[O:32])[CH3:11], predict the reaction product. The product is: [C:27]([O:26][C:24]([NH:20][C:21]1[CH:22]=[CH:23][C:15]([CH2:14][C:13]([O:12][CH2:10][CH3:11])=[O:33])=[CH:16][C:17]=1[C:18](=[O:32])[C:19]([N:2]1[CH2:3][C:4]2[C:9](=[CH:8][CH:7]=[CH:6][CH:5]=2)[CH2:1]1)=[O:31])=[O:25])([CH3:29])([CH3:28])[CH3:30]. (2) Given the reactants [CH3:1][C:2]1([CH3:14])[C:6]([CH3:8])([CH3:7])[O:5][B:4]([C:9]2[CH:10]=[N:11][NH:12][CH:13]=2)[O:3]1.[H-].[Na+].[CH2:17](Br)[C:18]1[CH:23]=[CH:22][CH:21]=[CH:20][CH:19]=1, predict the reaction product. The product is: [CH2:17]([N:12]1[CH:13]=[C:9]([B:4]2[O:5][C:6]([CH3:7])([CH3:8])[C:2]([CH3:14])([CH3:1])[O:3]2)[CH:10]=[N:11]1)[C:18]1[CH:23]=[CH:22][CH:21]=[CH:20][CH:19]=1. (3) Given the reactants O.[C:2]([OH:12])(=[O:11])[C:3]1[NH:10][C:8](=[O:9])[NH:7][C:5](=[O:6])[CH:4]=1.[Cl:13][C:14]1[CH:15]=[CH:16][C:17]2[CH2:23][CH2:22][NH:21][CH2:20][C@H:19]([CH3:24])[C:18]=2[CH:25]=1.C([O-])(=O)C1NC(=O)NC(=O)C=1, predict the reaction product. The product is: [C:2]([OH:12])(=[O:11])[C:3]1[NH:10][C:8](=[O:9])[NH:7][C:5](=[O:6])[CH:4]=1.[Cl:13][C:14]1[CH:15]=[CH:16][C:17]2[CH2:23][CH2:22][NH:21][CH2:20][C@H:19]([CH3:24])[C:18]=2[CH:25]=1. (4) Given the reactants C(OC(=O)[NH:7][CH:8]1[CH2:13][C@@H:12]([C:14]2[CH:19]=[C:18]([F:20])[CH:17]=[C:16]([F:21])[C:15]=2[F:22])[C@@H:11]([CH3:23])[N:10]([CH2:24][C:25]([F:28])([F:27])[F:26])[C:9]1=[O:29])(C)(C)C.O.C1(C)C=CC(S(O)(=O)=O)=CC=1.C(=O)([O-])[O-].[K+].[K+], predict the reaction product. The product is: [NH2:7][CH:8]1[CH2:13][C@@H:12]([C:14]2[CH:19]=[C:18]([F:20])[CH:17]=[C:16]([F:21])[C:15]=2[F:22])[C@@H:11]([CH3:23])[N:10]([CH2:24][C:25]([F:28])([F:27])[F:26])[C:9]1=[O:29]. (5) Given the reactants [Br:1][C:2]1[C:3]([CH3:27])=[C:4]([NH:8][C:9](=[O:26])[CH:10]([NH:15][C:16](=[O:25])[O:17][CH2:18][C:19]2[CH:24]=[CH:23][CH:22]=[CH:21][CH:20]=2)[CH2:11][CH2:12][S:13][CH3:14])[CH:5]=[CH:6][CH:7]=1.[I:28][CH3:29], predict the reaction product. The product is: [I-:28].[CH2:18]([O:17][C:16]([NH:15][CH:10]([C:9]([NH:8][C:4]1[CH:5]=[CH:6][CH:7]=[C:2]([Br:1])[C:3]=1[CH3:27])=[O:26])[CH2:11][CH2:12][S+:13]([CH3:29])[CH3:14])=[O:25])[C:19]1[CH:24]=[CH:23][CH:22]=[CH:21][CH:20]=1. (6) Given the reactants [CH2:1]([C:5]1[NH:10][C:9](=[O:11])[CH:8]=[C:7]([CH3:12])[N:6]=1)[CH2:2][CH2:3][CH3:4].Br[CH2:14][C:15]1[CH:20]=[CH:19][C:18]([C:21]2[C:22]([C:27]#[N:28])=[CH:23][CH:24]=[CH:25][CH:26]=2)=[CH:17][C:16]=1[F:29].C(=O)([O-])[O-].[K+].[K+], predict the reaction product. The product is: [CH2:1]([C:5]1[N:10]([CH2:14][C:15]2[CH:20]=[CH:19][C:18]([C:21]3[C:22]([C:27]#[N:28])=[CH:23][CH:24]=[CH:25][CH:26]=3)=[CH:17][C:16]=2[F:29])[C:9](=[O:11])[CH:8]=[C:7]([CH3:12])[N:6]=1)[CH2:2][CH2:3][CH3:4]. (7) Given the reactants [Li]CCCC.CCCCCC.CC1(C)CCCC(C)(C)N1.[CH:22]1([CH2:28][C:29]2[N:30]([C:34]([O:36][C:37]([CH3:40])([CH3:39])[CH3:38])=[O:35])[CH:31]=[CH:32][CH:33]=2)[CH2:27][CH2:26][CH2:25][CH2:24][CH2:23]1.Cl[C:42]([O:44][CH3:45])=[O:43].[NH4+].[Cl-], predict the reaction product. The product is: [CH:22]1([CH2:28][C:29]2[N:30]([C:34]([O:36][C:37]([CH3:40])([CH3:39])[CH3:38])=[O:35])[C:31]([C:42]([O:44][CH3:45])=[O:43])=[CH:32][CH:33]=2)[CH2:23][CH2:24][CH2:25][CH2:26][CH2:27]1. (8) The product is: [NH2:12][C:8]1[C:9]2[C:4](=[CH:3][C:2]([N:16]3[CH2:17][CH2:18][O:14][C:15]3=[O:19])=[CH:11][CH:10]=2)[C:5]([Cl:13])=[CH:6][N:7]=1. Given the reactants Br[C:2]1[CH:3]=[C:4]2[C:9](=[CH:10][CH:11]=1)[C:8]([NH2:12])=[N:7][CH:6]=[C:5]2[Cl:13].[O:14]1[CH2:18][CH2:17][NH:16][C:15]1=[O:19].[O-]P([O-])([O-])=O.[K+].[K+].[K+].CC1(C)C2C(=C(P(C3C=CC=CC=3)C3C=CC=CC=3)C=CC=2)OC2C(P(C3C=CC=CC=3)C3C=CC=CC=3)=CC=CC1=2, predict the reaction product. (9) Given the reactants [O:1]1[CH:5]=[CH:4][CH:3]=[C:2]1[C:6]1[O:7][C:8]([CH3:36])=[C:9]([CH2:11][O:12][C:13]2[CH:33]=[CH:32][C:16]([CH2:17][O:18][C:19]3[C:23]([CH:24]=O)=[CH:22][N:21]([C:26]4[CH:31]=[CH:30][CH:29]=[CH:28][CH:27]=4)[N:20]=3)=[CH:15][C:14]=2[O:34][CH3:35])[N:10]=1.Cl.NO.[N:40]1C=CC=CC=1.C(O)C, predict the reaction product. The product is: [O:1]1[CH:5]=[CH:4][CH:3]=[C:2]1[C:6]1[O:7][C:8]([CH3:36])=[C:9]([CH2:11][O:12][C:13]2[CH:33]=[CH:32][C:16]([CH2:17][O:18][C:19]3[C:23]([C:24]#[N:40])=[CH:22][N:21]([C:26]4[CH:27]=[CH:28][CH:29]=[CH:30][CH:31]=4)[N:20]=3)=[CH:15][C:14]=2[O:34][CH3:35])[N:10]=1.